From a dataset of Forward reaction prediction with 1.9M reactions from USPTO patents (1976-2016). Predict the product of the given reaction. (1) The product is: [C:19]([O:23][C:24](=[O:30])[NH:25][CH2:26][CH2:27][CH2:28][O:18][C:4]1[CH:5]=[CH:6][C:7]([B:9]2[O:10][C:11]([CH3:17])([CH3:16])[C:12]([CH3:14])([CH3:15])[O:13]2)=[CH:8][C:3]=1[O:2][CH3:1])([CH3:22])([CH3:21])[CH3:20]. Given the reactants [CH3:1][O:2][C:3]1[CH:8]=[C:7]([B:9]2[O:13][C:12]([CH3:15])([CH3:14])[C:11]([CH3:17])([CH3:16])[O:10]2)[CH:6]=[CH:5][C:4]=1[OH:18].[C:19]([O:23][C:24](=[O:30])[NH:25][CH2:26][CH2:27][CH2:28]Br)([CH3:22])([CH3:21])[CH3:20].CCOC(C)=O, predict the reaction product. (2) Given the reactants [C:1](/[C:4](/[C:10](=O)[C:11]([F:14])([F:13])[F:12])=[CH:5]\[NH:6][C:7]([NH2:9])=O)(=[O:3])[CH3:2].O=P(Cl)(Cl)[Cl:18], predict the reaction product. The product is: [Cl:18][C:7]1[N:9]=[C:10]([C:11]([F:14])([F:13])[F:12])[C:4]([C:1](=[O:3])[CH3:2])=[CH:5][N:6]=1. (3) Given the reactants [C:1]([C:5]1[CH:6]=[C:7]([NH:20][C:21](=[O:51])[NH:22][CH2:23][C:24]2[CH:50]=[CH:49][CH:48]=[CH:47][C:25]=2[CH2:26][O:27][C:28]2[CH:33]=[C:32]([CH3:34])[N:31]([C:35]3[CH:36]=[C:37]([CH:41]=[CH:42][C:43]=3[CH3:44])[C:38](O)=[O:39])[C:30](=[O:45])[C:29]=2[Cl:46])[N:8]([C:10]2[CH:15]=[CH:14][CH:13]=[C:12]([O:16][CH2:17][CH2:18][OH:19])[CH:11]=2)[N:9]=1)([CH3:4])([CH3:3])[CH3:2].[CH2:52]([CH2:54][NH2:55])[OH:53], predict the reaction product. The product is: [C:1]([C:5]1[CH:6]=[C:7]([NH:20][C:21](=[O:51])[NH:22][CH2:23][C:24]2[CH:50]=[CH:49][CH:48]=[CH:47][C:25]=2[CH2:26][O:27][C:28]2[CH:33]=[C:32]([CH3:34])[N:31]([C:35]3[CH:36]=[C:37]([CH:41]=[CH:42][C:43]=3[CH3:44])[C:38]([NH:55][CH2:54][CH2:52][OH:53])=[O:39])[C:30](=[O:45])[C:29]=2[Cl:46])[N:8]([C:10]2[CH:15]=[CH:14][CH:13]=[C:12]([O:16][CH2:17][CH2:18][OH:19])[CH:11]=2)[N:9]=1)([CH3:2])([CH3:3])[CH3:4]. (4) Given the reactants [Br:1][C:2]1[CH:7]=[CH:6][C:5]([C@:8]([CH:12]2[CH2:14][CH2:13]2)([CH3:11])[CH:9]=O)=[CH:4][CH:3]=1.[NH2:15][OH:16], predict the reaction product. The product is: [Br:1][C:2]1[CH:7]=[CH:6][C:5]([C@:8]([CH:12]2[CH2:14][CH2:13]2)([CH3:11])[CH:9]=[N:15][OH:16])=[CH:4][CH:3]=1. (5) Given the reactants [CH3:1][O:2][C:3](=[O:17])[C@@H:4]([NH:6][C:7]1[C:12]([N+:13]([O-:15])=[O:14])=[CH:11][CH:10]=[C:9](Cl)[N:8]=1)[CH3:5].[CH3:18][O:19][C:20]1[CH:27]=[CH:26][C:23]([CH2:24][NH2:25])=[CH:22][CH:21]=1, predict the reaction product. The product is: [CH3:1][O:2][C:3](=[O:17])[C@@H:4]([NH:6][C:7]1[C:12]([N+:13]([O-:15])=[O:14])=[CH:11][CH:10]=[C:9]([NH:25][CH2:24][C:23]2[CH:26]=[CH:27][C:20]([O:19][CH3:18])=[CH:21][CH:22]=2)[N:8]=1)[CH3:5]. (6) Given the reactants [CH:1]1[C:10]2[C:5](=[C:6]([NH2:11])[CH:7]=[CH:8][CH:9]=2)[CH:4]=[CH:3][N:2]=1.[N:12]([C:15]1[CH:20]=[C:19]([S:21]([CH3:24])(=[O:23])=[O:22])[CH:18]=[CH:17][C:16]=1[O:25][CH3:26])=[C:13]=[S:14].CS(C1C=CC(OC)=C(NC(NC2C=CC=C3C=2C=NN3C)=S)C=1)(=O)=O, predict the reaction product. The product is: [CH:1]1[C:10]2[C:5](=[C:6]([NH:11][C:13]([NH:12][C:15]3[CH:20]=[C:19]([S:21]([CH3:24])(=[O:22])=[O:23])[CH:18]=[CH:17][C:16]=3[O:25][CH3:26])=[S:14])[CH:7]=[CH:8][CH:9]=2)[CH:4]=[CH:3][N:2]=1.